This data is from Forward reaction prediction with 1.9M reactions from USPTO patents (1976-2016). The task is: Predict the product of the given reaction. Given the reactants [OH-].[Na+:2].C[O:4][C:5](=[O:21])[CH2:6][C:7]1[NH:8][C:9](=[O:20])[C:10]([F:19])=[C:11]([N:13]2[CH2:18][CH2:17][O:16][CH2:15][CH2:14]2)[N:12]=1, predict the reaction product. The product is: [F:19][C:10]1[C:9](=[O:20])[NH:8][C:7]([CH2:6][C:5]([O-:21])=[O:4])=[N:12][C:11]=1[N:13]1[CH2:14][CH2:15][O:16][CH2:17][CH2:18]1.[Na+:2].